This data is from Reaction yield outcomes from USPTO patents with 853,638 reactions. The task is: Predict the reaction yield, written as a fraction of the theoretical maximum amount of product (1.0 means a 100% yield; for example, 0.34 means a 34% yield). The yield is 0.297. The reactants are [NH:1]1[C:5]2[CH:6]=[CH:7][C:8]([NH2:10])=[CH:9][C:4]=2[N:3]=[CH:2]1.[CH3:11][O:12][C:13]1[CH:14]=[C:15]([CH:18]=[CH:19][C:20]=1[O:21][CH3:22])[CH:16]=O.[Si](C#N)(C)(C)C.[N:29]1([C:34](N2C=CN=C2)=[O:35])C=CN=[CH:30]1. The catalyst is [Pd]. The product is [NH:1]1[C:5]2[CH:6]=[CH:7][C:8]([N:10]3[CH:16]([C:15]4[CH:18]=[CH:19][C:20]([O:21][CH3:22])=[C:13]([O:12][CH3:11])[CH:14]=4)[CH2:30][NH:29][C:34]3=[O:35])=[CH:9][C:4]=2[N:3]=[CH:2]1.